Dataset: Forward reaction prediction with 1.9M reactions from USPTO patents (1976-2016). Task: Predict the product of the given reaction. (1) Given the reactants [F:1][C:2]1[C:3]([O:32][CH3:33])=[C:4]([C@H:9]([CH2:30][CH3:31])[CH2:10][C@@:11]([C:26]([F:29])([F:28])[F:27])([OH:25])[CH:12]=NC2C=CC=C3C=2C=NC(C)=N3)[CH:5]=[CH:6][C:7]=1[F:8].B(Br)(Br)Br.C([O-])(O)=[O:39].[Na+], predict the reaction product. The product is: [F:1][C:2]1[C:3]([O:32][CH3:33])=[C:4]([CH:9]([CH2:30][CH3:31])[CH2:10][C:11]([OH:25])([C:26]([F:27])([F:29])[F:28])[CH:12]=[O:39])[CH:5]=[CH:6][C:7]=1[F:8]. (2) Given the reactants [NH:1]1[C:9]2[C:4](=[CH:5][CH:6]=[CH:7][CH:8]=2)[C:3](/[CH:10]=[C:11]2\[O:12][C:13]3[C:20]([CH:21]([N:23]4[CH2:28][CH2:27][N:26](C(OC(C)(C)C)=O)[CH2:25][CH2:24]4)[CH3:22])=[C:19]([OH:36])[CH:18]=[CH:17][C:14]=3[C:15]\2=[O:16])=[N:2]1.Cl, predict the reaction product. The product is: [NH:1]1[C:9]2[C:4](=[CH:5][CH:6]=[CH:7][CH:8]=2)[C:3](/[CH:10]=[C:11]2\[O:12][C:13]3[C:20]([CH:21]([N:23]4[CH2:24][CH2:25][NH:26][CH2:27][CH2:28]4)[CH3:22])=[C:19]([OH:36])[CH:18]=[CH:17][C:14]=3[C:15]\2=[O:16])=[N:2]1. (3) Given the reactants C(O)(=O)C.OO.[NH2:7][C:8]1[N:12]=[C:11]([SH:13])[NH:10][N:9]=1.[OH-].[Na+], predict the reaction product. The product is: [NH2:7][C:8]1[N:12]=[C:11]([S:13][S:13][C:11]2[NH:10][N:9]=[C:8]([NH2:7])[N:12]=2)[NH:10][N:9]=1. (4) The product is: [Cl:17][C:18]1[CH:37]=[CH:36][C:35]([O:38][CH3:39])=[CH:34][C:19]=1[NH:20][C:21]1[C:30]2[C:25](=[CH:26][CH:27]=[CH:28][C:29]=2[O:31][CH2:41][CH2:42][CH2:43][N:44]2[CH2:49][CH2:48][O:47][CH2:46][CH2:45]2)[N:24]=[CH:23][N:22]=1. Given the reactants N(C(OC(C)(C)C)=O)=NC(OC(C)(C)C)=O.[Cl:17][C:18]1[CH:37]=[CH:36][C:35]([O:38][CH3:39])=[CH:34][C:19]=1[NH:20][C:21]1[C:30]2[C:25](=[CH:26][C:27](OC)=[CH:28][C:29]=2[OH:31])[N:24]=[CH:23][N:22]=1.O[CH2:41][CH2:42][CH2:43][N:44]1[CH2:49][CH2:48][O:47][CH2:46][CH2:45]1.C1(P(C2C=CC=CC=2)C2C=CC=CC=2)C=CC=CC=1, predict the reaction product. (5) Given the reactants [CH:1]([S:4]([C:7]1[CH:12]=[CH:11][C:10]([N+:13]([O-:15])=[O:14])=[CH:9][C:8]=1[CH:16]1[CH:20]([C:21]([O:23][CH3:24])=[O:22])[CH2:19][CH2:18][N:17]1C(OC(C)(C)C)=O)(=[O:6])=[O:5])([CH3:3])[CH3:2].[ClH:32], predict the reaction product. The product is: [ClH:32].[CH:1]([S:4]([C:7]1[CH:12]=[CH:11][C:10]([N+:13]([O-:15])=[O:14])=[CH:9][C:8]=1[CH:16]1[CH:20]([C:21]([O:23][CH3:24])=[O:22])[CH2:19][CH2:18][NH:17]1)(=[O:5])=[O:6])([CH3:3])[CH3:2]. (6) Given the reactants [OH:1][C:2]1[C:11]2[C:6](=[CH:7][CH:8]=[CH:9][CH:10]=2)[CH:5]=[C:4]([C:12]([O:14][CH2:15][CH3:16])=[O:13])[CH:3]=1.CCN(CC)CC.[O:24](S(C(F)(F)F)(=O)=O)[S:25]([C:28]([F:31])([F:30])[F:29])(=O)=[O:26], predict the reaction product. The product is: [F:29][C:28]([F:31])([F:30])[S:25]([O:1][C:2]1[C:11]2[C:6](=[CH:7][CH:8]=[CH:9][CH:10]=2)[CH:5]=[C:4]([C:12]([O:14][CH2:15][CH3:16])=[O:13])[CH:3]=1)(=[O:26])=[O:24]. (7) Given the reactants C([O:5][C:6]([N:8]1[CH2:13][CH2:12][CH:11]([C:14]2[CH:15]=[N:16][CH:17]=[C:18]([C:22]3[CH:23]=[N:24][C:25]4[N:26]([C:32](=[O:34])[NH2:33])[CH2:27][CH2:28][CH2:29][C:30]=4[CH:31]=3)[C:19]=2[C:20]#[N:21])[CH2:10][CH2:9]1)=O)(C)(C)C.F[C:36](F)(F)C(O)=O, predict the reaction product. The product is: [C:6]([N:8]1[CH2:9][CH2:10][CH:11]([C:14]2[CH:15]=[N:16][CH:17]=[C:18]([C:22]3[CH:31]=[C:30]4[C:25](=[N:24][CH:23]=3)[N:26]([C:32]([NH2:33])=[O:34])[CH2:27][CH2:28][CH2:29]4)[C:19]=2[C:20]#[N:21])[CH2:12][CH2:13]1)(=[O:5])[CH3:36]. (8) Given the reactants [Cl:1][C:2]1[N:6]([CH3:7])[N:5]=[C:4]([C:8]([OH:10])=O)[CH:3]=1.Cl.C(N=C=NCCCN(C)C)C.ON1C2C=CC=CC=2N=N1.Cl.[CH3:34][NH:35][O:36][CH3:37], predict the reaction product. The product is: [Cl:1][C:2]1[N:6]([CH3:7])[N:5]=[C:4]([C:8]([N:35]([O:36][CH3:37])[CH3:34])=[O:10])[CH:3]=1. (9) The product is: [OH:5][CH2:1][CH2:2][C:3]#[C:4][C:7]1[CH:12]=[CH:11][C:10]([CH2:13][C:14]([O:16][CH3:17])=[O:15])=[CH:9][CH:8]=1. Given the reactants [CH2:1]([OH:5])[CH2:2][C:3]#[CH:4].I[C:7]1[CH:12]=[CH:11][C:10]([CH2:13][C:14]([O:16][CH3:17])=[O:15])=[CH:9][CH:8]=1.C(NCC)C, predict the reaction product.